From a dataset of Catalyst prediction with 721,799 reactions and 888 catalyst types from USPTO. Predict which catalyst facilitates the given reaction. Reactant: [Cl:1][C:2]1[C:7]([F:8])=[CH:6][CH:5]=[C:4]([Cl:9])[C:3]=1[C@H:10]([O:12][C:13]1[C:14]2[O:22][CH:21]=[C:20]([C:23]3[CH2:24][CH2:25][NH:26][CH2:27][CH:28]=3)[C:15]=2[CH:16]=[N:17][C:18]=1[NH2:19])[CH3:11].[S:29](N)([NH2:32])(=[O:31])=[O:30]. Product: [NH2:19][C:18]1[N:17]=[CH:16][C:15]2[C:20]([C:23]3[CH2:24][CH2:25][N:26]([S:29]([NH2:32])(=[O:31])=[O:30])[CH2:27][CH:28]=3)=[CH:21][O:22][C:14]=2[C:13]=1[O:12][C@@H:10]([C:3]1[C:4]([Cl:9])=[CH:5][CH:6]=[C:7]([F:8])[C:2]=1[Cl:1])[CH3:11]. The catalyst class is: 12.